Predict which catalyst facilitates the given reaction. From a dataset of Catalyst prediction with 721,799 reactions and 888 catalyst types from USPTO. (1) Reactant: [Cl:1][C:2]1[CH:7]=[CH:6][C:5]([C:8]2([NH:11][C:12]3[N:17]=[C:16]([O:18][CH2:19][C:20]([F:23])([F:22])[F:21])[N:15]=[C:14]([NH:24][C:25]4[CH:33]=[CH:32][C:28]([C:29](O)=[O:30])=[CH:27][CH:26]=4)[N:13]=3)[CH2:10][CH2:9]2)=[CH:4][CH:3]=1.F[B-](F)(F)F.N1(OC(N(C)C)=[N+](C)C)C2C=CC=CC=2N=N1.Cl.[NH2:57][C@@H:58]([CH2:63][NH:64][C:65]([O:67][C:68]([CH3:71])([CH3:70])[CH3:69])=[O:66])[C:59]([O:61][CH3:62])=[O:60].CCN(C(C)C)C(C)C. Product: [C:68]([O:67][C:65]([NH:64][CH2:63][C@H:58]([NH:57][C:29](=[O:30])[C:28]1[CH:27]=[CH:26][C:25]([NH:24][C:14]2[N:13]=[C:12]([NH:11][C:8]3([C:5]4[CH:6]=[CH:7][C:2]([Cl:1])=[CH:3][CH:4]=4)[CH2:9][CH2:10]3)[N:17]=[C:16]([O:18][CH2:19][C:20]([F:23])([F:21])[F:22])[N:15]=2)=[CH:33][CH:32]=1)[C:59]([O:61][CH3:62])=[O:60])=[O:66])([CH3:71])([CH3:70])[CH3:69]. The catalyst class is: 3. (2) The catalyst class is: 642. Product: [N:1]([C:4]1[C:9]([F:10])=[CH:8][N:7]=[CH:6][C:5]=1/[CH:11]=[N:22]/[C:15]1[C:14]([Cl:13])=[CH:19][C:18]([F:20])=[CH:17][C:16]=1[Cl:21])=[N+:2]=[N-:3]. Reactant: [N:1]([C:4]1[C:9]([F:10])=[CH:8][N:7]=[CH:6][C:5]=1[CH:11]=O)=[N+:2]=[N-:3].[Cl:13][C:14]1[CH:19]=[C:18]([F:20])[CH:17]=[C:16]([Cl:21])[C:15]=1[NH2:22].C(N(CC)CC)C. (3) Reactant: B(Br)(Br)Br.[Cl:5][C:6]1[CH:7]=[C:8]([CH:27]=[CH:28][C:29]=1[Cl:30])[C:9]([N:11]1[C:19]2[C:14](=[CH:15][C:16]([O:20]C)=[CH:17][CH:18]=2)[C:13]([CH2:22][C:23]([OH:25])=[O:24])=[C:12]1[CH3:26])=[O:10]. Product: [Cl:5][C:6]1[CH:7]=[C:8]([CH:27]=[CH:28][C:29]=1[Cl:30])[C:9]([N:11]1[C:19]2[C:14](=[CH:15][C:16]([OH:20])=[CH:17][CH:18]=2)[C:13]([CH2:22][C:23]([OH:25])=[O:24])=[C:12]1[CH3:26])=[O:10]. The catalyst class is: 4. (4) Reactant: Br[C:2]1[CH:3]=[C:4]([CH:8]=[CH:9][CH:10]=1)[C:5]([OH:7])=[O:6].[Na+].[I-:12].CN[C@@H]1CCCC[C@H]1NC.C[Si](C)(C)N[Si](C)(C)C.Cl. Product: [I:12][C:2]1[CH:3]=[C:4]([CH:8]=[CH:9][CH:10]=1)[C:5]([OH:7])=[O:6]. The catalyst class is: 321. (5) Reactant: [F:1][C:2]1[C:7]([CH3:8])=[CH:6][CH:5]=[C:4]([C:9]2[CH:14]=[CH:13][CH:12]=[CH:11][CH:10]=2)[C:3]=1[C:15]([O:17]C)=[O:16].[OH-].[Na+]. Product: [F:1][C:2]1[C:7]([CH3:8])=[CH:6][CH:5]=[C:4]([C:9]2[CH:14]=[CH:13][CH:12]=[CH:11][CH:10]=2)[C:3]=1[C:15]([OH:17])=[O:16]. The catalyst class is: 5.